Dataset: Catalyst prediction with 721,799 reactions and 888 catalyst types from USPTO. Task: Predict which catalyst facilitates the given reaction. (1) Reactant: Cl.[Br:2][C:3]1[CH:8]=[CH:7][C:6]([N:9]2[CH2:14][CH2:13][NH:12][CH2:11][CH2:10]2)=[CH:5][CH:4]=1.C(N(CC)CC)C.[CH3:22][S:23](Cl)(=[O:25])=[O:24]. Product: [CH3:22][S:23]([N:12]1[CH2:13][CH2:14][N:9]([C:6]2[CH:5]=[CH:4][C:3]([Br:2])=[CH:8][CH:7]=2)[CH2:10][CH2:11]1)(=[O:25])=[O:24]. The catalyst class is: 2. (2) Reactant: [CH3:1][C:2]1([CH3:27])[CH2:7][CH:6]([NH:8][C:9]2[N:14]=[C:13]([C:15]3[CH:20]=[CH:19][C:18]([CH2:21][CH2:22][CH2:23][OH:24])=[CH:17][CH:16]=3)[CH:12]=[CH:11][N:10]=2)[CH2:5][C:4]([CH3:26])([CH3:25])[NH:3]1.[C:28]1([CH3:38])[CH:33]=[CH:32][C:31]([S:34](Cl)(=[O:36])=[O:35])=[CH:30][CH:29]=1. Product: [CH3:25][C:4]1([CH3:26])[CH2:5][CH:6]([NH:8][C:9]2[N:14]=[C:13]([C:15]3[CH:20]=[CH:19][C:18]([CH2:21][CH2:22][CH2:23][O:24][S:34]([C:31]4[CH:32]=[CH:33][C:28]([CH3:38])=[CH:29][CH:30]=4)(=[O:36])=[O:35])=[CH:17][CH:16]=3)[CH:12]=[CH:11][N:10]=2)[CH2:7][C:2]([CH3:27])([CH3:1])[NH:3]1. The catalyst class is: 17. (3) Reactant: C[O:2][C:3](=[O:27])[CH2:4][CH2:5][CH2:6][CH2:7][CH2:8][NH:9][C:10](=[O:26])[CH:11]=[C:12]1[C:25]2[CH:24]=[CH:23][CH:22]=[CH:21][C:20]=2[O:19][C:18]2[C:13]1=[CH:14][CH:15]=[CH:16][CH:17]=2.CO.[Li+].[OH-].Cl. Product: [CH:14]1[C:13]2[C:12](=[CH:11][C:10]([NH:9][CH2:8][CH2:7][CH2:6][CH2:5][CH2:4][C:3]([OH:27])=[O:2])=[O:26])[C:25]3[C:20](=[CH:21][CH:22]=[CH:23][CH:24]=3)[O:19][C:18]=2[CH:17]=[CH:16][CH:15]=1. The catalyst class is: 6. (4) Reactant: [CH2:1]1[C:13]2[NH:12][C:11]3[C:6](=[CH:7][CH:8]=[CH:9][CH:10]=3)[C:5]=2[CH2:4][CH:3]([CH2:14][NH:15][CH2:16][C@@H:17]2[O:31][C:21]3=[C:22]4[C:27](=[CH:28][CH:29]=[C:20]3[O:19][CH2:18]2)[N:26]=[C:25]([CH3:30])[CH:24]=[CH:23]4)[CH2:2]1.Cl. Product: [CH2:1]1[C:13]2[NH:12][C:11]3[C:6](=[CH:7][CH:8]=[CH:9][CH:10]=3)[C:5]=2[CH2:4][C@@H:3]([CH2:14][NH:15][CH2:16][C@@H:17]2[O:31][C:21]3=[C:22]4[C:27](=[CH:28][CH:29]=[C:20]3[O:19][CH2:18]2)[N:26]=[C:25]([CH3:30])[CH:24]=[CH:23]4)[CH2:2]1. The catalyst class is: 28. (5) Reactant: [CH3:1][C:2]1[O:3][C:4]([CH3:10])=[CH:5][C:6]=1[C:7](Cl)=[O:8].[CH3:11][NH:12][CH3:13].O1CCOCC1. Product: [CH3:11][N:12]([CH3:13])[C:7]([C:6]1[CH:5]=[C:4]([CH3:10])[O:3][C:2]=1[CH3:1])=[O:8]. The catalyst class is: 1. (6) Reactant: [S:1]1[C:5]2[CH:6]=[CH:7][CH:8]=[CH:9][C:4]=2[C:3]([N:10]2[CH2:15][CH2:14][N:13]([CH2:16][CH2:17][C:18]3[CH:19]=[C:20]4[C:24](=[CH:25][CH:26]=3)[C:23]([CH3:28])([CH3:27])[CH:22]([N:29]([CH3:33])[C:30](=[O:32])[CH3:31])[C:21]4([CH3:35])[CH3:34])[CH2:12][CH2:11]2)=[N:2]1.[CH3:36][S:37]([OH:40])(=[O:39])=[O:38]. Product: [CH3:36][S:37]([OH:40])(=[O:39])=[O:38].[S:1]1[C:5]2[CH:6]=[CH:7][CH:8]=[CH:9][C:4]=2[C:3]([N:10]2[CH2:15][CH2:14][N:13]([CH2:16][CH2:17][C:18]3[CH:19]=[C:20]4[C:24](=[CH:25][CH:26]=3)[C:23]([CH3:28])([CH3:27])[CH:22]([N:29]([CH3:33])[C:30](=[O:32])[CH3:31])[C:21]4([CH3:35])[CH3:34])[CH2:12][CH2:11]2)=[N:2]1. The catalyst class is: 13. (7) Reactant: C[O:2][C:3](=[O:37])[C@@H:4]([NH:17][C:18]([C:20]1[S:24][C:23]([NH:25][C:26](=[O:35])[CH2:27][C:28]2[CH:33]=[CH:32][CH:31]=[C:30]([OH:34])[CH:29]=2)=[N:22][C:21]=1[CH3:36])=[O:19])[CH2:5][NH:6][C:7](=[O:16])[C:8]1[CH:13]=[C:12]([F:14])[CH:11]=[C:10]([F:15])[CH:9]=1.O.[OH-].[Li+].Cl. Product: [F:15][C:10]1[CH:9]=[C:8]([CH:13]=[C:12]([F:14])[CH:11]=1)[C:7]([NH:6][CH2:5][C@H:4]([NH:17][C:18]([C:20]1[S:24][C:23]([NH:25][C:26](=[O:35])[CH2:27][C:28]2[CH:33]=[CH:32][CH:31]=[C:30]([OH:34])[CH:29]=2)=[N:22][C:21]=1[CH3:36])=[O:19])[C:3]([OH:37])=[O:2])=[O:16]. The catalyst class is: 20. (8) Reactant: [Cl:1][C:2]1[N:3]=[C:4](Cl)[C:5]2[S:10][CH2:9][CH2:8][C:6]=2[N:7]=1.C(N(C(C)C)CC)(C)C.[N:21]1([CH2:27][C:28]2[CH:29]=[C:30]([NH2:34])[CH:31]=[CH:32][CH:33]=2)[CH2:26][CH2:25][O:24][CH2:23][CH2:22]1. Product: [Cl:1][C:2]1[N:3]=[C:4]([NH:34][C:30]2[CH:31]=[CH:32][CH:33]=[C:28]([CH2:27][N:21]3[CH2:22][CH2:23][O:24][CH2:25][CH2:26]3)[CH:29]=2)[C:5]2[S:10][CH2:9][CH2:8][C:6]=2[N:7]=1. The catalyst class is: 9. (9) Reactant: [CH3:1][N:2]1[CH:6]=[C:5]([N+:7]([O-])=O)[C:4]([N:10]2[C:18](=[O:19])[C:17]3[C:12](=[CH:13][CH:14]=[CH:15][CH:16]=3)[C:11]2=[O:20])=[N:3]1.[C:21](O[C:21]([O:23][C:24]([CH3:27])([CH3:26])[CH3:25])=[O:22])([O:23][C:24]([CH3:27])([CH3:26])[CH3:25])=[O:22]. Product: [O:20]=[C:11]1[C:12]2[C:17](=[CH:16][CH:15]=[CH:14][CH:13]=2)[C:18](=[O:19])[N:10]1[C:4]1[C:5]([NH:7][C:21](=[O:22])[O:23][C:24]([CH3:27])([CH3:26])[CH3:25])=[CH:6][N:2]([CH3:1])[N:3]=1. The catalyst class is: 129. (10) Reactant: [Cl:1][C:2]1[CH:7]=[CH:6][C:5]([NH:8][C:9]2[C:10]([C:19]([NH:21][NH2:22])=[O:20])=[CH:11][C:12]3[NH:16][CH:15]=[N:14][C:13]=3[C:17]=2[F:18])=[C:4]([CH3:23])[CH:3]=1.[CH:24](OCC)(OCC)OCC.CC1C=CC(S(O)(=O)=O)=CC=1.O. Product: [Cl:1][C:2]1[CH:7]=[CH:6][C:5]([NH:8][C:9]2[C:10]([C:19]3[O:20][CH:24]=[N:22][N:21]=3)=[CH:11][C:12]3[NH:16][CH:15]=[N:14][C:13]=3[C:17]=2[F:18])=[C:4]([CH3:23])[CH:3]=1. The catalyst class is: 14.